Task: Predict the reactants needed to synthesize the given product.. Dataset: Full USPTO retrosynthesis dataset with 1.9M reactions from patents (1976-2016) (1) Given the product [OH:22][CH2:21][CH:13]1[CH:14]([CH2:18][OH:19])[C@H:15]2[N:11]([C:9]([O:8][CH2:1][C:2]3[CH:3]=[CH:4][CH:5]=[CH:6][CH:7]=3)=[O:10])[C@@H:12]1[CH2:17][CH2:16]2, predict the reactants needed to synthesize it. The reactants are: [CH2:1]([O:8][C:9]([N:11]1[C@H:15]2[CH2:16][CH2:17][C@@H:12]1[CH:13]([C:21](O)=[O:22])[CH:14]2[C:18](O)=[O:19])=[O:10])[C:2]1[CH:7]=[CH:6][CH:5]=[CH:4][CH:3]=1.CN1CCOCC1.ClC(OC)=O.[BH4-].[Na+]. (2) The reactants are: Cl.[CH3:2][O:3][C:4]1[CH:5]=[C:6]([C:12]2[C:13]([CH3:25])([CH3:24])[C:14](=[O:23])[N:15]([CH:17]3[CH2:22][CH2:21][NH:20][CH2:19][CH2:18]3)[N:16]=2)[CH:7]=[CH:8][C:9]=1[O:10][CH3:11].[F:26][C:27]([F:40])([F:39])[O:28][C:29]1[CH:34]=[CH:33][CH:32]=[CH:31][C:30]=1[S:35](Cl)(=[O:37])=[O:36]. Given the product [CH3:2][O:3][C:4]1[CH:5]=[C:6]([C:12]2[C:13]([CH3:25])([CH3:24])[C:14](=[O:23])[N:15]([CH:17]3[CH2:22][CH2:21][N:20]([S:35]([C:30]4[CH:31]=[CH:32][CH:33]=[CH:34][C:29]=4[O:28][C:27]([F:26])([F:39])[F:40])(=[O:37])=[O:36])[CH2:19][CH2:18]3)[N:16]=2)[CH:7]=[CH:8][C:9]=1[O:10][CH3:11], predict the reactants needed to synthesize it. (3) The reactants are: [F:1][CH:2]([F:13])[O:3][C:4]1[CH:9]=[CH:8][CH:7]=[CH:6][C:5]=1[CH2:10][C:11]#N.Cl[Si](C)(C)C.C(=O)([O-])[O-:20].[K+].[K+].O.[CH2:26]([OH:28])[CH3:27]. Given the product [F:1][CH:2]([F:13])[O:3][C:4]1[CH:9]=[CH:8][CH:7]=[CH:6][C:5]=1[CH2:10][C:11]([O:28][CH2:26][CH3:27])=[O:20], predict the reactants needed to synthesize it. (4) Given the product [NH2:25][C:7]1[C:8]2[C:13]([C:14]3[CH:19]=[CH:18][C:17]([Cl:20])=[C:16]([Cl:21])[CH:15]=3)=[N:12][C:11]([S:22][CH3:23])=[N:10][C:9]=2[S:24][C:6]=1[C:4]([OH:5])=[O:3], predict the reactants needed to synthesize it. The reactants are: C([O:3][C:4]([C:6]1[S:24][C:9]2[N:10]=[C:11]([S:22][CH3:23])[N:12]=[C:13]([C:14]3[CH:19]=[CH:18][C:17]([Cl:20])=[C:16]([Cl:21])[CH:15]=3)[C:8]=2[C:7]=1[NH2:25])=[O:5])C.[Li+].[OH-].O.Cl.